Dataset: Forward reaction prediction with 1.9M reactions from USPTO patents (1976-2016). Task: Predict the product of the given reaction. (1) Given the reactants [NH2:1][C:2]1[CH:3]=[C:4]([OH:12])[C:5](=[CH:10][CH:11]=1)[C:6]([O:8][CH3:9])=[O:7].[CH:13]1[CH:18]=[C:17]([S:19](Cl)(=[O:21])=[O:20])[CH:16]=[C:15]([C:23]([F:26])([F:25])[F:24])[CH:14]=1, predict the reaction product. The product is: [OH:12][C:4]1[CH:3]=[C:2]([NH:1][S:19]([C:17]2[CH:18]=[CH:13][CH:14]=[C:15]([C:23]([F:24])([F:25])[F:26])[CH:16]=2)(=[O:21])=[O:20])[CH:11]=[CH:10][C:5]=1[C:6]([O:8][CH3:9])=[O:7]. (2) Given the reactants C[O:2][C:3]1[CH:8]=[CH:7][C:6]([O:9][CH2:10][C:11]2[CH:16]=[CH:15][C:14]([O:17][CH3:18])=[CH:13][CH:12]=2)=[CH:5][N:4]=1.[Cl:19][C:20]1[CH:27]=[CH:26][C:23]([CH2:24]Cl)=[CH:22][CH:21]=1.[Na+].[I-], predict the reaction product. The product is: [Cl:19][C:20]1[CH:27]=[CH:26][C:23]([CH2:24][N:4]2[CH:5]=[C:6]([O:9][CH2:10][C:11]3[CH:16]=[CH:15][C:14]([O:17][CH3:18])=[CH:13][CH:12]=3)[CH:7]=[CH:8][C:3]2=[O:2])=[CH:22][CH:21]=1.